Dataset: NCI-60 drug combinations with 297,098 pairs across 59 cell lines. Task: Regression. Given two drug SMILES strings and cell line genomic features, predict the synergy score measuring deviation from expected non-interaction effect. (1) Drug 1: C1=CC(=CC=C1CCCC(=O)O)N(CCCl)CCCl. Drug 2: CCCCCOC(=O)NC1=NC(=O)N(C=C1F)C2C(C(C(O2)C)O)O. Cell line: SNB-75. Synergy scores: CSS=2.75, Synergy_ZIP=-7.96, Synergy_Bliss=-4.82, Synergy_Loewe=-17.9, Synergy_HSA=-4.73. (2) Drug 1: CC1=CC2C(CCC3(C2CCC3(C(=O)C)OC(=O)C)C)C4(C1=CC(=O)CC4)C. Drug 2: N.N.Cl[Pt+2]Cl. Cell line: M14. Synergy scores: CSS=-0.716, Synergy_ZIP=2.99, Synergy_Bliss=4.44, Synergy_Loewe=1.73, Synergy_HSA=1.09. (3) Drug 1: CC1=CC2C(CCC3(C2CCC3(C(=O)C)OC(=O)C)C)C4(C1=CC(=O)CC4)C. Drug 2: CC=C1C(=O)NC(C(=O)OC2CC(=O)NC(C(=O)NC(CSSCCC=C2)C(=O)N1)C(C)C)C(C)C. Cell line: SF-539. Synergy scores: CSS=58.1, Synergy_ZIP=-4.02, Synergy_Bliss=-10.3, Synergy_Loewe=-68.8, Synergy_HSA=-10.3. (4) Drug 1: C1C(C(OC1N2C=C(C(=O)NC2=O)F)CO)O. Drug 2: COC1=C2C(=CC3=C1OC=C3)C=CC(=O)O2. Cell line: BT-549. Synergy scores: CSS=18.9, Synergy_ZIP=-5.42, Synergy_Bliss=-3.66, Synergy_Loewe=-16.4, Synergy_HSA=-2.35. (5) Drug 1: C1CC(=O)NC(=O)C1N2CC3=C(C2=O)C=CC=C3N. Drug 2: CC1OCC2C(O1)C(C(C(O2)OC3C4COC(=O)C4C(C5=CC6=C(C=C35)OCO6)C7=CC(=C(C(=C7)OC)O)OC)O)O. Cell line: HL-60(TB). Synergy scores: CSS=89.5, Synergy_ZIP=10.9, Synergy_Bliss=10.2, Synergy_Loewe=-14.5, Synergy_HSA=11.9. (6) Drug 1: CC1=C(C=C(C=C1)NC2=NC=CC(=N2)N(C)C3=CC4=NN(C(=C4C=C3)C)C)S(=O)(=O)N.Cl. Drug 2: CC1=C(C(=CC=C1)Cl)NC(=O)C2=CN=C(S2)NC3=CC(=NC(=N3)C)N4CCN(CC4)CCO. Cell line: SR. Synergy scores: CSS=0.752, Synergy_ZIP=-1.69, Synergy_Bliss=-6.90, Synergy_Loewe=-7.27, Synergy_HSA=-7.26. (7) Drug 1: CC1=C(N=C(N=C1N)C(CC(=O)N)NCC(C(=O)N)N)C(=O)NC(C(C2=CN=CN2)OC3C(C(C(C(O3)CO)O)O)OC4C(C(C(C(O4)CO)O)OC(=O)N)O)C(=O)NC(C)C(C(C)C(=O)NC(C(C)O)C(=O)NCCC5=NC(=CS5)C6=NC(=CS6)C(=O)NCCC[S+](C)C)O. Drug 2: CCC1(C2=C(COC1=O)C(=O)N3CC4=CC5=C(C=CC(=C5CN(C)C)O)N=C4C3=C2)O.Cl. Cell line: SF-295. Synergy scores: CSS=65.9, Synergy_ZIP=1.43, Synergy_Bliss=1.54, Synergy_Loewe=0.169, Synergy_HSA=5.05. (8) Drug 1: C1=CN(C=N1)CC(O)(P(=O)(O)O)P(=O)(O)O. Drug 2: CC1=C(N=C(N=C1N)C(CC(=O)N)NCC(C(=O)N)N)C(=O)NC(C(C2=CN=CN2)OC3C(C(C(C(O3)CO)O)O)OC4C(C(C(C(O4)CO)O)OC(=O)N)O)C(=O)NC(C)C(C(C)C(=O)NC(C(C)O)C(=O)NCCC5=NC(=CS5)C6=NC(=CS6)C(=O)NCCC[S+](C)C)O. Cell line: NCI-H522. Synergy scores: CSS=11.4, Synergy_ZIP=-1.36, Synergy_Bliss=0.450, Synergy_Loewe=-6.33, Synergy_HSA=-1.80. (9) Drug 1: CC12CCC(CC1=CCC3C2CCC4(C3CC=C4C5=CN=CC=C5)C)O. Drug 2: C(CCl)NC(=O)N(CCCl)N=O. Cell line: SNB-75. Synergy scores: CSS=-0.822, Synergy_ZIP=0.280, Synergy_Bliss=0.529, Synergy_Loewe=-1.72, Synergy_HSA=-1.49. (10) Drug 1: C1CCC(CC1)NC(=O)N(CCCl)N=O. Drug 2: C1C(C(OC1N2C=NC3=C(N=C(N=C32)Cl)N)CO)O. Cell line: SK-OV-3. Synergy scores: CSS=3.78, Synergy_ZIP=-1.79, Synergy_Bliss=-2.23, Synergy_Loewe=-2.34, Synergy_HSA=-2.89.